This data is from Catalyst prediction with 721,799 reactions and 888 catalyst types from USPTO. The task is: Predict which catalyst facilitates the given reaction. (1) Reactant: [CH:1]([C:5]1[CH:36]=[CH:35][C:8]([C:9]([C:11]2[CH:19]=[C:18]([C:20]([OH:22])=[O:21])[C:17]([C:23](=O)[C:24]3[CH:29]=[CH:28][C:27]([CH:30]([CH2:32][CH3:33])[CH3:31])=[CH:26][CH:25]=3)=[CH:16][C:12]=2[C:13]([OH:15])=[O:14])=O)=[CH:7][CH:6]=1)([CH2:3][CH3:4])[CH3:2].[H][H]. Product: [CH:30]([C:27]1[CH:28]=[CH:29][C:24]([CH2:23][C:17]2[CH:16]=[C:12]([C:13]([OH:15])=[O:14])[C:11]([CH2:9][C:8]3[CH:35]=[CH:36][C:5]([CH:1]([CH2:3][CH3:4])[CH3:2])=[CH:6][CH:7]=3)=[CH:19][C:18]=2[C:20]([OH:22])=[O:21])=[CH:25][CH:26]=1)([CH2:32][CH3:33])[CH3:31]. The catalyst class is: 304. (2) Reactant: [CH:1]1[C:6]2[CH2:7][CH2:8][CH2:9][CH2:10][CH:11]([S:12][C:13]3[CH:14]=[C:15]([N:19]4[C:28](=[O:29])[C:27]5[C:22](=[CH:23][CH:24]=[CH:25][CH:26]=5)[NH:21][C:20]4=[O:30])[CH:16]=[CH:17][CH:18]=3)[C:5]=2[CH:4]=[CH:3][CH:2]=1.ClC1C=CC=C(C(OO)=[O:39])C=1.S([O-])([O-])(=O)=S.[Na+].[Na+]. Product: [CH:1]1[C:6]2[CH2:7][CH2:8][CH2:9][CH2:10][CH:11]([S:12]([C:13]3[CH:14]=[C:15]([N:19]4[C:28](=[O:29])[C:27]5[C:22](=[CH:23][CH:24]=[CH:25][CH:26]=5)[NH:21][C:20]4=[O:30])[CH:16]=[CH:17][CH:18]=3)=[O:39])[C:5]=2[CH:4]=[CH:3][CH:2]=1. The catalyst class is: 3.